Dataset: Full USPTO retrosynthesis dataset with 1.9M reactions from patents (1976-2016). Task: Predict the reactants needed to synthesize the given product. (1) The reactants are: [C:1]([O:5][C:6]([N:8]1[CH2:11][CH:10]([NH2:12])[CH2:9]1)=[O:7])([CH3:4])([CH3:3])[CH3:2].Br[CH2:14][C:15]([O:17][CH2:18][CH3:19])=[O:16].C(=O)([O-])[O-].[K+].[K+]. Given the product [CH2:18]([O:17][C:15](=[O:16])[CH2:14][NH:12][CH:10]1[CH2:11][N:8]([C:6]([O:5][C:1]([CH3:4])([CH3:2])[CH3:3])=[O:7])[CH2:9]1)[CH3:19], predict the reactants needed to synthesize it. (2) Given the product [Cl:1][C:2]1[CH:8]=[C:7]([O:9][C:10]2[C:11]3[N:18]([CH3:19])[CH:17]=[CH:16][C:12]=3[N:13]=[CH:14][N:15]=2)[CH:6]=[CH:5][C:3]=1[NH:4][C:31]([NH:43][CH2:42][CH:39]1[CH2:41][CH2:40]1)=[O:37], predict the reactants needed to synthesize it. The reactants are: [Cl:1][C:2]1[CH:8]=[C:7]([O:9][C:10]2[C:11]3[N:18]([CH3:19])[CH:17]=[CH:16][C:12]=3[N:13]=[CH:14][N:15]=2)[CH:6]=[CH:5][C:3]=1[NH2:4].C(N(CC)CC)C.ClC(Cl)(O[C:31](=[O:37])OC(Cl)(Cl)Cl)Cl.[CH:39]1([CH2:42][NH2:43])[CH2:41][CH2:40]1. (3) Given the product [CH3:18][CH:4]1[CH2:5][NH:6][CH2:7][CH:2]([CH3:1])[N:3]1[C:19]([O:21][C:22]([CH3:24])([CH3:23])[CH3:25])=[O:20], predict the reactants needed to synthesize it. The reactants are: [CH3:1][CH:2]1[CH2:7][N:6](C(OCC2C=CC=CC=2)=O)[CH2:5][CH:4]([CH3:18])[N:3]1[C:19]([O:21][C:22]([CH3:25])([CH3:24])[CH3:23])=[O:20]. (4) Given the product [CH3:1][N:2]([CH3:13])[C:3]1[CH:8]=[CH:7][C:6](/[CH:9]=[CH:10]/[CH2:11][NH:14][C:15]2[CH:20]=[CH:19][C:18]([C:21]3[S:25][C:24]([N:26]=[C:27]([NH2:28])[NH2:29])=[N:23][C:22]=3[CH3:30])=[CH:17][CH:16]=2)=[CH:5][CH:4]=1, predict the reactants needed to synthesize it. The reactants are: [CH3:1][N:2]([CH3:13])[C:3]1[CH:8]=[CH:7][C:6](/[CH:9]=[CH:10]/[CH:11]=O)=[CH:5][CH:4]=1.[NH2:14][C:15]1[CH:20]=[CH:19][C:18]([C:21]2[S:25][C:24]([N:26]=[C:27]([NH2:29])[NH2:28])=[N:23][C:22]=2[CH3:30])=[CH:17][CH:16]=1.C(O[BH-](OC(=O)C)OC(=O)C)(=O)C.[Na+]. (5) Given the product [CH2:8]([N:12]([O:13][CH2:14][CH2:15][CH3:16])[C:28](=[O:29])[CH2:27][Br:26])[CH2:9][CH2:10][CH3:11], predict the reactants needed to synthesize it. The reactants are: FC(F)(F)C(O)=O.[CH2:8]([NH:12][O:13][CH2:14][CH2:15][CH3:16])[CH2:9][CH2:10][CH3:11].CCN(C(C)C)C(C)C.[Br:26][CH2:27][C:28](Br)=[O:29]. (6) Given the product [C:27]([O:15][C@H:13]1[CH2:14][C@H:9]([O:8][CH2:1][C:2]2[CH:7]=[CH:6][CH:5]=[CH:4][CH:3]=2)[CH2:10][CH2:11][C@@H:12]1[C:16]1[N:20]([CH2:21][O:22][CH2:23][CH2:24][O:25][CH3:26])[N:19]=[CH:18][CH:17]=1)(=[O:34])[C:28]1[CH:33]=[CH:32][CH:31]=[CH:30][CH:29]=1, predict the reactants needed to synthesize it. The reactants are: [CH2:1]([O:8][C@H:9]1[CH2:14][C@H:13]([OH:15])[C@@H:12]([C:16]2[N:20]([CH2:21][O:22][CH2:23][CH2:24][O:25][CH3:26])[N:19]=[CH:18][CH:17]=2)[CH2:11][CH2:10]1)[C:2]1[CH:7]=[CH:6][CH:5]=[CH:4][CH:3]=1.[CH2:27]([O:34][C@H]1CC[C@H](O)[C@@H](C2N(COCCOC)N=CC=2)C1)[C:28]1[CH:33]=[CH:32][CH:31]=[CH:30][CH:29]=1.C(N(CC)CC)C.C(Cl)(=O)C1C=CC=CC=1. (7) Given the product [CH2:22]([O:21][C:19]([NH:7][C:8]1([CH2:12][C:13]([OH:15])=[O:14])[CH2:9][O:10][CH2:11]1)=[O:20])[C:23]1[CH:28]=[CH:27][CH:26]=[CH:25][CH:24]=1, predict the reactants needed to synthesize it. The reactants are: C(=O)([O-])[O-].[Na+].[Na+].[NH2:7][C:8]1([CH2:12][C:13]([O:15]CC)=[O:14])[CH2:11][O:10][CH2:9]1.Cl[C:19]([O:21][CH2:22][C:23]1[CH:28]=[CH:27][CH:26]=[CH:25][CH:24]=1)=[O:20]. (8) The reactants are: [NH2:1][C:2]1[CH:3]=[CH:4][C:5]([CH3:30])=[C:6]([N:8]2[CH2:17][C:16]3[C:11](=[N:12][C:13]([NH:18][C:19]4[CH:24]=[CH:23][CH:22]=[C:21]([N:25]([CH3:27])[CH3:26])[CH:20]=4)=[N:14][CH:15]=3)[N:10]([CH3:28])[C:9]2=[O:29])[CH:7]=1.[CH3:31][C:32]1[N:33]=[CH:34][N:35]([C:37]2[CH:38]=[C:39]([CH:43]=[C:44]([C:46]([F:49])([F:48])[F:47])[CH:45]=2)[C:40](O)=[O:41])[CH:36]=1.CCN(C(C)C)C(C)C.CN(C(ON1N=NC2C=CC=NC1=2)=[N+](C)C)C.F[P-](F)(F)(F)(F)F. Given the product [CH3:27][N:25]([CH3:26])[C:21]1[CH:20]=[C:19]([NH:18][C:13]2[N:12]=[C:11]3[N:10]([CH3:28])[C:9](=[O:29])[N:8]([C:6]4[CH:7]=[C:2]([NH:1][C:40](=[O:41])[C:39]5[CH:43]=[C:44]([C:46]([F:47])([F:48])[F:49])[CH:45]=[C:37]([N:35]6[CH:36]=[C:32]([CH3:31])[N:33]=[CH:34]6)[CH:38]=5)[CH:3]=[CH:4][C:5]=4[CH3:30])[CH2:17][C:16]3=[CH:15][N:14]=2)[CH:24]=[CH:23][CH:22]=1, predict the reactants needed to synthesize it. (9) The reactants are: [CH2:1]=[C:2]([CH:4]1[CH2:10][CH2:9][CH2:8][CH2:7][CH2:6][C:5]1=[O:11])[CH3:3].[CH2:12]([O:14][N:15]=[CH:16][CH3:17])[CH3:13].Cl[Sn](Cl)(Cl)Cl. Given the product [CH2:12]([O:14][N:15]1[CH:16]([CH3:17])[CH2:3][C:2]([CH3:1])=[CH:4][CH2:10][CH2:9][CH2:8][CH2:7][CH2:6][C:5]1=[O:11])[CH3:13], predict the reactants needed to synthesize it.